From a dataset of Peptide-MHC class I binding affinity with 185,985 pairs from IEDB/IMGT. Regression. Given a peptide amino acid sequence and an MHC pseudo amino acid sequence, predict their binding affinity value. This is MHC class I binding data. (1) The peptide sequence is RDITAFEGL. The MHC is HLA-B15:17 with pseudo-sequence HLA-B15:17. The binding affinity (normalized) is 0.0847. (2) The peptide sequence is YKEPNSIIL. The MHC is HLA-B18:01 with pseudo-sequence HLA-B18:01. The binding affinity (normalized) is 0.0847. (3) The peptide sequence is TLNFPISPI. The MHC is HLA-A02:03 with pseudo-sequence HLA-A02:03. The binding affinity (normalized) is 0.991.